This data is from Catalyst prediction with 721,799 reactions and 888 catalyst types from USPTO. The task is: Predict which catalyst facilitates the given reaction. Reactant: [F:1][C:2]1[CH:7]=[CH:6][CH:5]=[CH:4][C:3]=1[N:8]1[CH:12]=[CH:11][N:10]=[CH:9]1.C([Li])CCC.[O:18]=[C:19]1[CH2:24][CH2:23][N:22]([C:25]([O:27][C:28]([CH3:31])([CH3:30])[CH3:29])=[O:26])[CH2:21][CH2:20]1. Product: [F:1][C:2]1[CH:7]=[CH:6][CH:5]=[CH:4][C:3]=1[N:8]1[CH:12]=[CH:11][N:10]=[C:9]1[C:19]1([OH:18])[CH2:20][CH2:21][N:22]([C:25]([O:27][C:28]([CH3:30])([CH3:29])[CH3:31])=[O:26])[CH2:23][CH2:24]1. The catalyst class is: 7.